From a dataset of Catalyst prediction with 721,799 reactions and 888 catalyst types from USPTO. Predict which catalyst facilitates the given reaction. (1) Reactant: C([O:3][C:4](=[O:47])[CH2:5][N:6]1[C:15]2[C:10](=[C:11]([NH:16][C:17]3[C:22]([C:23]([F:26])([F:25])[F:24])=[CH:21][N:20]=[C:19]([NH:27][C:28]4[CH:33]=[CH:32][C:31]([CH2:34][P:35]([O:40][CH2:41][CH3:42])([O:37][CH2:38][CH3:39])=[O:36])=[CH:30][C:29]=4[O:43][CH3:44])[N:18]=3)[CH:12]=[CH:13][CH:14]=2)[C:9](=[O:45])[C:8]([CH3:46])=[CH:7]1)C.C1COCC1.O[Li].O. Product: [CH2:41]([O:40][P:35]([CH2:34][C:31]1[CH:32]=[CH:33][C:28]([NH:27][C:19]2[N:18]=[C:17]([NH:16][C:11]3[CH:12]=[CH:13][CH:14]=[C:15]4[C:10]=3[C:9](=[O:45])[C:8]([CH3:46])=[CH:7][N:6]4[CH2:5][C:4]([OH:47])=[O:3])[C:22]([C:23]([F:24])([F:26])[F:25])=[CH:21][N:20]=2)=[C:29]([O:43][CH3:44])[CH:30]=1)([O:37][CH2:38][CH3:39])=[O:36])[CH3:42]. The catalyst class is: 5. (2) Reactant: C(OC(=O)[NH:7][CH2:8][C@H:9]1[CH2:14][CH2:13][C@H:12]([C:15]#[N:16])[CH2:11][CH2:10]1)(C)(C)C.FC(F)(F)C(O)=O. Product: [NH2:16][CH2:15][C@H:12]1[CH2:13][CH2:14][C@H:9]([C:8]#[N:7])[CH2:10][CH2:11]1. The catalyst class is: 4.